Regression/Classification. Given a drug SMILES string, predict its absorption, distribution, metabolism, or excretion properties. Task type varies by dataset: regression for continuous measurements (e.g., permeability, clearance, half-life) or binary classification for categorical outcomes (e.g., BBB penetration, CYP inhibition). For this dataset (solubility_aqsoldb), we predict Y. From a dataset of Aqueous solubility values for 9,982 compounds from the AqSolDB database. (1) The compound is Nc1c(N=Nc2ccc(S(=O)(=O)CCOS(=O)(=O)[O-])cc2)c(S(=O)(=O)[O-])cc2c1C(=O)/C(=N/Nc1cc(Nc3nc(F)nc(F)c3Cl)ccc1S(=O)(=O)[O-])C(S(=O)(=O)[O-])=C2.[Li+].[Li+].[Na+].[Na+]. The Y is -0.914 log mol/L. (2) The drug is [Na+].[O-]CCS. The Y is 0.954 log mol/L.